From a dataset of Reaction yield outcomes from USPTO patents with 853,638 reactions. Predict the reaction yield, written as a fraction of the theoretical maximum amount of product (1.0 means a 100% yield; for example, 0.34 means a 34% yield). The reactants are [C:1](I)([C:4]([C:7]([C:10]([F:13])([F:12])[F:11])([F:9])[F:8])([F:6])[F:5])([F:3])[F:2].I[C:16]1[CH:21]=[C:20]([CH3:22])[C:19](I)=[CH:18][C:17]=1[CH3:24].ClCCl.O. The catalyst is CS(C)=O.[Cu]. The product is [F:2][C:1]([F:3])([C:16]1[CH:21]=[C:20]([CH3:22])[C:19]([C:1]([F:3])([F:2])[C:4]([F:5])([F:6])[C:7]([F:8])([F:9])[C:10]([F:13])([F:12])[F:11])=[CH:18][C:17]=1[CH3:24])[C:4]([F:6])([F:5])[C:7]([F:9])([F:8])[C:10]([F:13])([F:12])[F:11]. The yield is 0.730.